Dataset: Forward reaction prediction with 1.9M reactions from USPTO patents (1976-2016). Task: Predict the product of the given reaction. (1) Given the reactants [CH2:1]([N:8]1[CH:13]([CH2:14][OH:15])[CH2:12][O:11][CH:10]([CH3:16])[C:9]1=[O:17])[C:2]1[CH:7]=[CH:6][CH:5]=[CH:4][CH:3]=1.[H-].[Na+].I[CH3:21], predict the reaction product. The product is: [CH2:1]([N:8]1[CH:13]([CH2:14][O:15][CH3:21])[CH2:12][O:11][CH:10]([CH3:16])[C:9]1=[O:17])[C:2]1[CH:3]=[CH:4][CH:5]=[CH:6][CH:7]=1. (2) Given the reactants C1(P(C2CCCCC2)C2C=CC=CC=2C2C(OC)=CC=CC=2OC)CCCCC1.C(=O)([O-])[O-].[K+].[K+].FC(F)(F)S(O[C:42]1[CH:47]=[CH:46][CH:45]=[C:44]([OH:48])[C:43]=1[CH2:49][N:50]1[CH2:55][CH2:54][O:53][CH2:52][CH2:51]1)(=O)=O.[F:58][C:59]1[CH:99]=[N:98][C:62]2[N:63]([C:83]3[CH:88]=[CH:87][CH:86]=[C:85](B4OC(C)(C)C(C)(C)O4)[CH:84]=3)[C:64](=[O:82])[N:65]([CH:68]3[CH2:73][CH2:72][CH:71]([NH:74][C:75](=[O:81])[O:76][C:77]([CH3:80])([CH3:79])[CH3:78])[CH2:70][CH2:69]3)[C:66](=[O:67])[C:61]=2[CH:60]=1, predict the reaction product. The product is: [F:58][C:59]1[CH:99]=[N:98][C:62]2[N:63]([C:83]3[CH:88]=[C:87]([C:42]4[CH:47]=[CH:46][CH:45]=[C:44]([OH:48])[C:43]=4[CH2:49][N:50]4[CH2:51][CH2:52][O:53][CH2:54][CH2:55]4)[CH:86]=[CH:85][CH:84]=3)[C:64](=[O:82])[N:65]([C@@H:68]3[CH2:69][CH2:70][C@H:71]([NH:74][C:75](=[O:81])[O:76][C:77]([CH3:80])([CH3:79])[CH3:78])[CH2:72][CH2:73]3)[C:66](=[O:67])[C:61]=2[CH:60]=1. (3) Given the reactants [Cl:1][C:2]1[CH:3]=[CH:4][C:5]([C:28]([F:31])([F:30])[F:29])=[C:6]([CH:27]=1)[CH2:7][N:8]1[CH2:13][CH2:12][NH:11][C:10]2[N:14]=[CH:15][C:16]([C:18]3[CH:19]=[C:20]([CH:24]=[CH:25][CH:26]=3)[C:21]([OH:23])=O)=[CH:17][C:9]1=2.[NH2:32][CH2:33][C:34]1[CH:39]=[CH:38][N:37]=[CH:36][CH:35]=1, predict the reaction product. The product is: [Cl:1][C:2]1[CH:3]=[CH:4][C:5]([C:28]([F:31])([F:30])[F:29])=[C:6]([CH:27]=1)[CH2:7][N:8]1[CH2:13][CH2:12][NH:11][C:10]2[N:14]=[CH:15][C:16]([C:18]3[CH:19]=[C:20]([CH:24]=[CH:25][CH:26]=3)[C:21]([NH:32][CH2:33][C:34]3[CH:39]=[CH:38][N:37]=[CH:36][CH:35]=3)=[O:23])=[CH:17][C:9]1=2. (4) Given the reactants [O:1]1[C:9]2[CH:8]=[CH:7][N:6]=[CH:5][C:4]=2[C:3]([C:10]2[CH:17]=[CH:16][CH:15]=[CH:14][C:11]=2[CH:12]=[O:13])=[N:2]1.ClC1C=CN=CC=1CC1C=CC=CC=1C(OCC)OCC, predict the reaction product. The product is: [O:1]1[C:5]2=[N:6][CH:7]=[CH:8][CH:9]=[C:4]2[C:3]([C:10]2[CH:17]=[CH:16][CH:15]=[CH:14][C:11]=2[CH:12]=[O:13])=[N:2]1. (5) Given the reactants [Cl:1][C:2]1[CH:3]=[C:4]([NH:8][C:9](=[O:22])/[CH:10]=[CH:11]/[C:12]2[CH:17]=[CH:16][C:15]([N+:18]([O-])=O)=[C:14]([OH:21])[CH:13]=2)[CH:5]=[CH:6][CH:7]=1.Cl[Sn]Cl, predict the reaction product. The product is: [Cl:1][C:2]1[CH:3]=[C:4]([NH:8][C:9](=[O:22])/[CH:10]=[CH:11]/[C:12]2[CH:17]=[CH:16][C:15]([NH2:18])=[C:14]([OH:21])[CH:13]=2)[CH:5]=[CH:6][CH:7]=1. (6) Given the reactants [CH3:1][C:2]1[C:3]([C:8]([OH:10])=[O:9])=[N:4][CH:5]=[CH:6][N:7]=1.S(=O)(=O)(O)O.[CH3:16]O, predict the reaction product. The product is: [CH3:1][C:2]1[C:3]([C:8]([O:10][CH3:16])=[O:9])=[N:4][CH:5]=[CH:6][N:7]=1. (7) Given the reactants [Br:1][C:2]1[CH:11]=[CH:10][C:9]2[O:8][C:7]3([CH3:16])[CH2:12][CH2:13][O:14][CH2:15][CH:6]3[C:5](=O)[C:4]=2[CH:3]=1.[C:18]1(C)C=CC=CC=1, predict the reaction product. The product is: [Br:1][C:2]1[CH:11]=[CH:10][C:9]2[O:8][C:7]3([CH3:16])[CH2:12][CH2:13][O:14][CH2:15][CH:6]3[C:5](=[CH2:18])[C:4]=2[CH:3]=1.